This data is from Peptide-MHC class I binding affinity with 185,985 pairs from IEDB/IMGT. The task is: Regression. Given a peptide amino acid sequence and an MHC pseudo amino acid sequence, predict their binding affinity value. This is MHC class I binding data. (1) The peptide sequence is CRTAFKPVL. The MHC is HLA-B40:01 with pseudo-sequence HLA-B40:01. The binding affinity (normalized) is 0.0847. (2) The peptide sequence is LRARGETY. The MHC is Mamu-B08 with pseudo-sequence Mamu-B08. The binding affinity (normalized) is 0.0677. (3) The peptide sequence is ILRNPGYAL. The MHC is HLA-B08:02 with pseudo-sequence HLA-B08:02. The binding affinity (normalized) is 0.0847. (4) The peptide sequence is KVVRVDKL. The MHC is Mamu-A02 with pseudo-sequence Mamu-A02. The binding affinity (normalized) is 0. (5) The peptide sequence is DLPPAIAAE. The MHC is HLA-B27:05 with pseudo-sequence HLA-B27:05. The binding affinity (normalized) is 0.0847. (6) The peptide sequence is EVREFLGSY. The binding affinity (normalized) is 0.936. The MHC is HLA-A26:03 with pseudo-sequence HLA-A26:03. (7) The peptide sequence is RPPYSSYGY. The MHC is HLA-B07:02 with pseudo-sequence HLA-B07:02. The binding affinity (normalized) is 0.0847. (8) The peptide sequence is YLQYSISTA. The MHC is HLA-A29:02 with pseudo-sequence HLA-A29:02. The binding affinity (normalized) is 0.0847.